Regression/Classification. Given a drug SMILES string, predict its toxicity properties. Task type varies by dataset: regression for continuous values (e.g., LD50, hERG inhibition percentage) or binary classification for toxic/non-toxic outcomes (e.g., AMES mutagenicity, cardiotoxicity, hepatotoxicity). Dataset: herg_karim. From a dataset of hERG potassium channel inhibition data for cardiac toxicity prediction from Karim et al.. (1) The molecule is CC(C)c1cc(C#N)cc2nc(-c3ccc(C(=O)NC[C@H]4CC[C@@H](c5cc(C(F)(F)F)cc(C(F)(F)F)c5)CC4)cc3)oc12. The result is 0 (non-blocker). (2) The molecule is CNCc1cc(C#N)ccc1Oc1ccc(Cl)cc1Cl. The result is 1 (blocker).